From a dataset of hERG Central: cardiac toxicity at 1µM, 10µM, and general inhibition. Predict hERG channel inhibition at various concentrations. (1) The molecule is O=C(NCc1cccs1)c1cc([N+](=O)[O-])ccc1N1CCOCC1. Results: hERG_inhib (hERG inhibition (general)): blocker. (2) The drug is CCOC(=O)C1CCN(C(=O)CN(c2ccc3c(c2)OCCO3)S(=O)(=O)c2ccccc2)CC1. Results: hERG_inhib (hERG inhibition (general)): blocker. (3) The molecule is CCCN(CC1CC1)C(=O)COc1ccccc1C(=O)NCc1ccccc1. Results: hERG_inhib (hERG inhibition (general)): blocker. (4) The compound is CCOC(=O)C1CCCN(C2CCN(Cc3nc(Cc4ccccc4)no3)CC2)C1. Results: hERG_inhib (hERG inhibition (general)): blocker.